The task is: Predict the reaction yield, written as a fraction of the theoretical maximum amount of product (1.0 means a 100% yield; for example, 0.34 means a 34% yield).. This data is from Reaction yield outcomes from USPTO patents with 853,638 reactions. (1) The reactants are [F:1][C:2]([F:13])([F:12])[C:3]([NH:5][C:6]1[CH:11]=[CH:10][CH:9]=[CH:8][CH:7]=1)=O.P([Cl:30])(OC1C=CC=CC=1)(OC1C=CC=CC=1)=O.C(N(CC)CC)C.C(#N)C. The catalyst is C(OCC)(=O)C. The product is [C:6]1([N:5]=[C:3]([Cl:30])[C:2]([F:13])([F:12])[F:1])[CH:11]=[CH:10][CH:9]=[CH:8][CH:7]=1. The yield is 0.812. (2) The reactants are C([O:8][C:9](=[O:20])[C:10]([NH:12][C:13]([O:15][C:16]([CH3:19])([CH3:18])[CH3:17])=[O:14])=[CH2:11])C1C=CC=CC=1.N[C@H](C(O)=O)C[OH:24].[OH-].[Na+].CC(OC(OC(OC(C)(C)C)=O)=O)(C)C. The catalyst is O1CCOCC1.O. The product is [C:13]([NH:12][CH:10]([C:9]([OH:8])=[O:20])[CH2:11][OH:24])([O:15][C:16]([CH3:19])([CH3:18])[CH3:17])=[O:14]. The yield is 0.810.